This data is from Reaction yield outcomes from USPTO patents with 853,638 reactions. The task is: Predict the reaction yield, written as a fraction of the theoretical maximum amount of product (1.0 means a 100% yield; for example, 0.34 means a 34% yield). (1) The reactants are [NH2:1][C:2]1[N:3]=[C:4]([CH3:23])[C:5]2[CH:11]=[C:10]([C:12]#[C:13][Si](C)(C)C)[C:9](=[O:18])[N:8]([CH:19]3[CH2:22][CH2:21][CH2:20]3)[C:6]=2[N:7]=1.C([O-])([O-])=O.[K+].[K+]. The catalyst is CO. The product is [NH2:1][C:2]1[N:3]=[C:4]([CH3:23])[C:5]2[CH:11]=[C:10]([C:12]#[CH:13])[C:9](=[O:18])[N:8]([CH:19]3[CH2:22][CH2:21][CH2:20]3)[C:6]=2[N:7]=1. The yield is 0.990. (2) The reactants are Cl[C:2]1[N:7]=[C:6]([C:8]2[N:12]3[CH:13]=[CH:14][CH:15]=[CH:16][C:11]3=[N:10][C:9]=2[C:17]2[CH:18]=[C:19]([CH:31]=[CH:32][CH:33]=2)[C:20]([NH:22][C:23]2[C:28]([F:29])=[CH:27][CH:26]=[CH:25][C:24]=2[F:30])=[O:21])[CH:5]=[CH:4][N:3]=1.[CH3:34][C:35]1[C:36]([N:44]2[CH2:49][CH2:48][N:47]([CH2:50][CH2:51][O:52][CH3:53])[CH2:46][CH2:45]2)=[CH:37][C:38]([O:42][CH3:43])=[C:39]([CH:41]=1)[NH2:40].C1(C)C=CC(S(O)(=O)=O)=CC=1.C(O)C(F)(F)F.N. The catalyst is CO.C(Cl)Cl. The product is [F:30][C:24]1[CH:25]=[CH:26][CH:27]=[C:28]([F:29])[C:23]=1[NH:22][C:20](=[O:21])[C:19]1[CH:31]=[CH:32][CH:33]=[C:17]([C:9]2[N:10]=[C:11]3[CH:16]=[CH:15][CH:14]=[CH:13][N:12]3[C:8]=2[C:6]2[CH:5]=[CH:4][N:3]=[C:2]([NH:40][C:39]3[CH:41]=[C:35]([CH3:34])[C:36]([N:44]4[CH2:45][CH2:46][N:47]([CH2:50][CH2:51][O:52][CH3:53])[CH2:48][CH2:49]4)=[CH:37][C:38]=3[O:42][CH3:43])[N:7]=2)[CH:18]=1. The yield is 0.460. (3) The reactants are Br[C:2]1[CH:3]=[CH:4][C:5]2[N:6]([C:15]3[CH:20]=[CH:19][CH:18]=[CH:17][CH:16]=3)[C:7]3[C:12]([C:13]=2[CH:14]=1)=[CH:11][CH:10]=[CH:9][CH:8]=3.C([Li])CCC.[B:26](OC)([O:29]C)[O:27]C.Cl. The catalyst is CCCCCC.O1CCCC1. The product is [C:7]1([N:6]2[C:5]3[CH:13]=[CH:14][C:2]([B:26]([OH:29])[OH:27])=[CH:3][C:4]=3[C:20]3[C:15]2=[CH:16][CH:17]=[CH:18][CH:19]=3)[CH:12]=[CH:11][CH:10]=[CH:9][CH:8]=1. The yield is 0.860. (4) The reactants are CCN(C(C)C)C(C)C.[C:10]([C:12]1[CH:20]=[CH:19][C:15]([C:16]([OH:18])=O)=[CH:14][CH:13]=1)#[N:11].CN(C(ON1N=NC2C=CC=CC1=2)=[N+](C)C)C.[B-](F)(F)(F)F.[CH:43]1([C@H:47]([NH:54][CH3:55])[CH2:48][N:49]2[CH2:52][CH:51]([OH:53])[CH2:50]2)[CH2:46][CH2:45][CH2:44]1. The catalyst is C(Cl)Cl. The product is [C:10]([C:12]1[CH:13]=[CH:14][C:15]([C:16]([N:54]([C@@H:47]([CH:43]2[CH2:46][CH2:45][CH2:44]2)[CH2:48][N:49]2[CH2:50][CH:51]([OH:53])[CH2:52]2)[CH3:55])=[O:18])=[CH:19][CH:20]=1)#[N:11]. The yield is 0.620. (5) The reactants are [N:1]([CH2:4][CH2:5][NH:6][C:7](=[O:21])[CH2:8][CH2:9][CH2:10][CH2:11][CH2:12][CH2:13][CH2:14][CH2:15][CH2:16][CH2:17][CH2:18]CC)=[N+:2]=[N-:3].N(CCN)=[N+]=[N-].C(N(CC)CC)C. The catalyst is ClCCl. The product is [N:1]([CH2:4][CH2:5][NH:6][C:7](=[O:21])[CH2:8][CH2:9][CH2:10][CH2:11][CH2:12][CH2:13][CH2:14][CH2:15][CH2:16][CH2:17][CH3:18])=[N+:2]=[N-:3]. The yield is 0.690. (6) The reactants are C(OC([N:11]1[CH2:18][CH:17]2[O:19][CH:13]([CH2:14][N:15]([C:20]([O:22][C:23]([CH3:26])([CH3:25])[CH3:24])=[O:21])[CH2:16]2)[CH2:12]1)=O)C1C=CC=CC=1. The catalyst is CO.C(O)C.[OH-].[Pd+2].[OH-]. The product is [C:23]([O:22][C:20]([N:15]1[CH2:14][CH:13]2[O:19][CH:17]([CH2:18][NH:11][CH2:12]2)[CH2:16]1)=[O:21])([CH3:26])([CH3:24])[CH3:25]. The yield is 0.380. (7) The reactants are Br[CH2:2][CH2:3][CH2:4][C:5]([O:7][CH2:8][C:9]1[CH:14]=[CH:13][CH:12]=[CH:11][CH:10]=1)=[O:6].[C:15]([NH:22][CH2:23][C:24](=[O:30])[CH2:25][CH2:26][C:27]([O-:29])=[O:28])([O:17][C:18]([CH3:21])([CH3:20])[CH3:19])=[O:16].C(N(CC)CC)C. The catalyst is C(OCC)(=O)C. The product is [C:15]([NH:22][CH2:23][C:24](=[O:30])[CH2:25][CH2:26][C:27]([O:29][CH2:2][CH2:3][CH2:4][C:5]([O:7][CH2:8][C:9]1[CH:14]=[CH:13][CH:12]=[CH:11][CH:10]=1)=[O:6])=[O:28])([O:17][C:18]([CH3:21])([CH3:20])[CH3:19])=[O:16]. The yield is 0.460. (8) The reactants are [CH2:1]1[C:9]2[C:8]3[CH:10]=[CH:11][CH:12]=[CH:13][C:7]=3[S:6][C:5]=2[CH2:4][CH2:3][CH:2]1[C:14]([O:16]CC)=[O:15].[OH-].[K+]. The catalyst is CCO. The product is [CH2:1]1[C:9]2[C:8]3[CH:10]=[CH:11][CH:12]=[CH:13][C:7]=3[S:6][C:5]=2[CH2:4][CH2:3][CH:2]1[C:14]([OH:16])=[O:15]. The yield is 0.750.